Dataset: Catalyst prediction with 721,799 reactions and 888 catalyst types from USPTO. Task: Predict which catalyst facilitates the given reaction. (1) Reactant: [O:1]([CH2:8][C:9]1[CH:18]=[C:12]2[C:13](=[O:17])[NH:14][CH2:15][CH2:16][N:11]2[N:10]=1)[C:2]1[CH:7]=[CH:6][CH:5]=[CH:4][CH:3]=1.C(=O)([O-])[O-].[Cs+].[Cs+].C1(P(C2CCCCC2)C2C=CC=CC=2C2C(C(C)C)=CC(C(C)C)=CC=2C(C)C)CCCCC1.Cl[C:60]1[N:65]=[C:64]([O:66][CH3:67])[C:63]([F:68])=[CH:62][N:61]=1. Product: [F:68][C:63]1[C:64]([O:66][CH3:67])=[N:65][C:60]([N:14]2[CH2:15][CH2:16][N:11]3[N:10]=[C:9]([CH2:8][O:1][C:2]4[CH:3]=[CH:4][CH:5]=[CH:6][CH:7]=4)[CH:18]=[C:12]3[C:13]2=[O:17])=[N:61][CH:62]=1. The catalyst class is: 167. (2) Reactant: [OH-].[Na+].[N+:3]([C:6]1[CH:17]=[CH:16][C:9]([CH2:10][C@@H:11]([C:13]([OH:15])=[O:14])[NH2:12])=[CH:8][CH:7]=1)([O-:5])=[O:4].C(=O)([O-])[O-].[Na+].[Na+].Cl[C:25]([O:27][CH2:28][C:29]1[CH:34]=[CH:33][CH:32]=[CH:31][CH:30]=1)=[O:26]. Product: [C:25]([NH:12][C@H:11]([C:13]([OH:15])=[O:14])[CH2:10][C:9]1[CH:8]=[CH:7][C:6]([N+:3]([O-:5])=[O:4])=[CH:17][CH:16]=1)([O:27][CH2:28][C:29]1[CH:34]=[CH:33][CH:32]=[CH:31][CH:30]=1)=[O:26]. The catalyst class is: 6. (3) Reactant: C([O:5][C:6]([NH:8][NH:9][C:10]([C:12]1[C:17]([F:18])=[CH:16][CH:15]=[CH:14][C:13]=1[F:19])=[NH:11])=O)(C)(C)C.[CH2:20](OC(=O)C=O)C. Product: [F:19][C:13]1[CH:14]=[CH:15][CH:16]=[C:17]([F:18])[C:12]=1[C:10]1[N:11]=[CH:20][C:6](=[O:5])[NH:8][N:9]=1. The catalyst class is: 11. (4) Reactant: [C:1]([OH:9])(=O)[C:2]1[CH:7]=[CH:6][CH:5]=[N:4][CH:3]=1.CN1CCOCC1.CCN=C=NCCCN(C)C.Cl.[CH3:29][O:30][C:31](=[O:38])[C@H:32]([C@H:34]([CH2:36][CH3:37])[CH3:35])[NH2:33]. Product: [CH3:29][O:30][C:31](=[O:38])[CH:32]([NH:33][C:1]([C:2]1[CH:3]=[N:4][CH:5]=[CH:6][CH:7]=1)=[O:9])[CH:34]([CH3:35])[CH2:36][CH3:37]. The catalyst class is: 2. (5) Reactant: [Cl:1][C:2]1[CH:7]=[C:6]([C:8]2[C:9]3[CH:16]=[C:15]([CH2:17][O:18][C:19]4[CH:24]=[CH:23][C:22]([C@@H:25]([C:32]#[C:33][CH3:34])[CH2:26][C:27]([O:29]CC)=[O:28])=[CH:21][CH:20]=4)[CH:14]=[CH:13][C:10]=3[S:11][CH:12]=2)[C:5]([CH3:35])=[CH:4][N:3]=1.[OH-].[Na+]. Product: [Cl:1][C:2]1[CH:7]=[C:6]([C:8]2[C:9]3[CH:16]=[C:15]([CH2:17][O:18][C:19]4[CH:20]=[CH:21][C:22]([C@@H:25]([C:32]#[C:33][CH3:34])[CH2:26][C:27]([OH:29])=[O:28])=[CH:23][CH:24]=4)[CH:14]=[CH:13][C:10]=3[S:11][CH:12]=2)[C:5]([CH3:35])=[CH:4][N:3]=1. The catalyst class is: 5. (6) Reactant: [NH2:1][C:2]1[N:7]=[C:6]([N:8]([CH2:18][CH3:19])[CH2:9][C:10]2[CH:15]=[CH:14][C:13]([O:16][CH3:17])=[CH:12][CH:11]=2)[C:5]2=[N:20][CH:21]=[C:22]([C:23]#[N:24])[N:4]2[N:3]=1.Br[C:26]1[C:27]([Cl:46])=[C:28]([NH:34][C@@H:35]2[CH2:40][CH2:39][N:38]([C:41]([O:43][CH3:44])=[O:42])[CH2:37][C@H:36]2[OH:45])[CH:29]=[C:30]([C:32]#[N:33])[CH:31]=1.CC1(C)C2C(=C(P(C3C=CC=CC=3)C3C=CC=CC=3)C=CC=2)OC2C(P(C3C=CC=CC=3)C3C=CC=CC=3)=CC=CC1=2.C([O-])([O-])=O.[Cs+].[Cs+]. Product: [Cl:46][C:27]1[C:26]([NH:1][C:2]2[N:7]=[C:6]([N:8]([CH2:18][CH3:19])[CH2:9][C:10]3[CH:11]=[CH:12][C:13]([O:16][CH3:17])=[CH:14][CH:15]=3)[C:5]3=[N:20][CH:21]=[C:22]([C:23]#[N:24])[N:4]3[N:3]=2)=[CH:31][C:30]([C:32]#[N:33])=[CH:29][C:28]=1[NH:34][C@@H:35]1[CH2:40][CH2:39][N:38]([C:41]([O:43][CH3:44])=[O:42])[CH2:37][C@H:36]1[OH:45]. The catalyst class is: 318. (7) Reactant: Cl[CH2:2][CH2:3][O:4][C:5]1[C:31]([O:32][CH3:33])=[CH:30][C:8]2[CH:9]=[C:10]3[C:15](=[CH:16][C:7]=2[CH:6]=1)[N:14]=[CH:13][C:12]([C:17]#[N:18])=[C:11]3[NH:19][C:20]1[CH:25]=[C:24]([O:26][CH3:27])[C:23]([Cl:28])=[CH:22][C:21]=1[Cl:29].[NH:34]1[CH:38]=[CH:37][N:36]=[N:35]1.[OH-].[Na+]. Product: [Cl:29][C:21]1[CH:22]=[C:23]([Cl:28])[C:24]([O:26][CH3:27])=[CH:25][C:20]=1[NH:19][C:11]1[C:10]2[C:15](=[CH:16][C:7]3[CH:6]=[C:5]([O:4][CH2:3][CH2:2][N:35]4[N:36]=[CH:37][CH:38]=[N:34]4)[C:31]([O:32][CH3:33])=[CH:30][C:8]=3[CH:9]=2)[N:14]=[CH:13][C:12]=1[C:17]#[N:18]. The catalyst class is: 9.